This data is from Catalyst prediction with 721,799 reactions and 888 catalyst types from USPTO. The task is: Predict which catalyst facilitates the given reaction. (1) Reactant: [F:1][C:2]([F:12])([F:11])[S:3][C:4]1[CH:9]=[CH:8][CH:7]=[CH:6][C:5]=1N.S(=O)(=O)(O)O.N([O-])=O.[Na+].[I-:22].[Na+]. Product: [F:1][C:2]([S:3][C:4]1[CH:9]=[CH:8][CH:7]=[CH:6][C:5]=1[I:22])([F:12])[F:11]. The catalyst class is: 211. (2) Reactant: [F:1][N:2]1[C:11]2=[CH:12][C:13](=[O:16])[CH2:14][N:15]=[C:9]3[C:10]2=[C:5]([CH:6]([N+]([O-])=O)[CH:7]([C:23]2[CH:28]=[CH:27][C:26]([F:29])=[CH:25][CH:24]=2)[CH:8]3[C:17]2[N:21]([CH3:22])[N:20]=[CH:19][N:18]=2)[C:4](C(OC(C)(C)C)=O)=[N:3]1.Cl. Product: [F:1][N:2]1[C:11]2=[CH:12][C:13](=[O:16])[CH2:14][NH:15][C:9]3=[C:10]2[C:5](=[CH:6][CH:7]([C:23]2[CH:24]=[CH:25][C:26]([F:29])=[CH:27][CH:28]=2)[CH:8]3[C:17]2[N:21]([CH3:22])[N:20]=[CH:19][N:18]=2)[CH:4]=[N:3]1. The catalyst class is: 15.